Dataset: Catalyst prediction with 721,799 reactions and 888 catalyst types from USPTO. Task: Predict which catalyst facilitates the given reaction. (1) Reactant: Cl[C:2]1[N:7]=[C:6]([CH2:8][C:9]([C:11]2[CH:12]=[C:13]([N:17]([CH3:26])[C:18]([CH:20]3[CH2:25][CH2:24][CH2:23][CH2:22][CH2:21]3)=[O:19])[CH:14]=[CH:15][CH:16]=2)=[O:10])[CH:5]=[CH:4][N:3]=1.CC(O)C.[F:31][C:32]([F:47])([F:46])[C:33]([N:35]1[CH2:44][CH2:43][C:42]2[C:37](=[CH:38][C:39]([NH2:45])=[CH:40][CH:41]=2)[CH2:36]1)=[O:34].[OH-].[Na+]. Product: [CH3:26][N:17]([C:13]1[CH:14]=[CH:15][CH:16]=[C:11]([C:9](=[O:10])[CH2:8][C:6]2[CH:5]=[CH:4][N:3]=[C:2]([NH:45][C:39]3[CH:38]=[C:37]4[C:42]([CH2:43][CH2:44][N:35]([C:33](=[O:34])[C:32]([F:47])([F:31])[F:46])[CH2:36]4)=[CH:41][CH:40]=3)[N:7]=2)[CH:12]=1)[C:18]([CH:20]1[CH2:25][CH2:24][CH2:23][CH2:22][CH2:21]1)=[O:19]. The catalyst class is: 126. (2) Reactant: C1(P(C2C=CC=CC=2)C2C=CC=CC=2)C=CC=CC=1.C(=O)([O-])[O-].[K+].[K+].Cl[C:27]1[CH:32]=[CH:31][N:30]=[CH:29][C:28]=1[N+:33]([O-:35])=[O:34].[C:36]1([CH3:45])[CH:41]=[CH:40][CH:39]=[CH:38][C:37]=1B(O)O. Product: [N+:33]([C:28]1[CH:29]=[N:30][CH:31]=[CH:32][C:27]=1[C:37]1[CH:38]=[CH:39][CH:40]=[CH:41][C:36]=1[CH3:45])([O-:35])=[O:34]. The catalyst class is: 12.